This data is from Forward reaction prediction with 1.9M reactions from USPTO patents (1976-2016). The task is: Predict the product of the given reaction. (1) Given the reactants [NH2:1][C:2]1[C:13]([Br:14])=[CH:12][CH:11]=[CH:10][C:3]=1[C:4]([NH:6][CH2:7][CH2:8][OH:9])=[O:5].[CH:15](OC)(OC)OC.Cl.O1CCOCC1.C(=O)(O)[O-].[Na+], predict the reaction product. The product is: [Br:14][C:13]1[CH:12]=[CH:11][CH:10]=[C:3]2[C:2]=1[N:1]=[CH:15][N:6]([CH2:7][CH2:8][OH:9])[C:4]2=[O:5]. (2) Given the reactants [OH:1][C:2]1[C:9]([N+:10]([O-:12])=[O:11])=[CH:8][C:5]([CH:6]=[O:7])=[CH:4][C:3]=1[O:13]C.Br.CCOC(C)=O, predict the reaction product. The product is: [OH:13][C:3]1[CH:4]=[C:5]([CH:8]=[C:9]([N+:10]([O-:12])=[O:11])[C:2]=1[OH:1])[CH:6]=[O:7].